Dataset: NCI-60 drug combinations with 297,098 pairs across 59 cell lines. Task: Regression. Given two drug SMILES strings and cell line genomic features, predict the synergy score measuring deviation from expected non-interaction effect. (1) Drug 1: CS(=O)(=O)C1=CC(=C(C=C1)C(=O)NC2=CC(=C(C=C2)Cl)C3=CC=CC=N3)Cl. Drug 2: CN(C(=O)NC(C=O)C(C(C(CO)O)O)O)N=O. Cell line: 786-0. Synergy scores: CSS=2.81, Synergy_ZIP=-1.62, Synergy_Bliss=-0.164, Synergy_Loewe=-1.63, Synergy_HSA=0.239. (2) Drug 1: CC(C1=C(C=CC(=C1Cl)F)Cl)OC2=C(N=CC(=C2)C3=CN(N=C3)C4CCNCC4)N. Drug 2: C1=CN(C=N1)CC(O)(P(=O)(O)O)P(=O)(O)O. Cell line: IGROV1. Synergy scores: CSS=11.4, Synergy_ZIP=5.03, Synergy_Bliss=6.24, Synergy_Loewe=5.86, Synergy_HSA=6.17. (3) Drug 1: CC1=C(C=C(C=C1)NC2=NC=CC(=N2)N(C)C3=CC4=NN(C(=C4C=C3)C)C)S(=O)(=O)N.Cl. Drug 2: C#CCC(CC1=CN=C2C(=N1)C(=NC(=N2)N)N)C3=CC=C(C=C3)C(=O)NC(CCC(=O)O)C(=O)O. Cell line: UACC-257. Synergy scores: CSS=1.85, Synergy_ZIP=0.426, Synergy_Bliss=1.35, Synergy_Loewe=-0.190, Synergy_HSA=0.307. (4) Drug 1: C1CCC(C1)C(CC#N)N2C=C(C=N2)C3=C4C=CNC4=NC=N3. Drug 2: CC1=C2C(C(=O)C3(C(CC4C(C3C(C(C2(C)C)(CC1OC(=O)C(C(C5=CC=CC=C5)NC(=O)C6=CC=CC=C6)O)O)OC(=O)C7=CC=CC=C7)(CO4)OC(=O)C)O)C)OC(=O)C. Cell line: RXF 393. Synergy scores: CSS=45.1, Synergy_ZIP=5.30, Synergy_Bliss=7.71, Synergy_Loewe=-15.8, Synergy_HSA=8.39. (5) Drug 1: C1C(C(OC1N2C=NC3=C2NC=NCC3O)CO)O. Synergy scores: CSS=32.6, Synergy_ZIP=1.14, Synergy_Bliss=1.68, Synergy_Loewe=-27.3, Synergy_HSA=1.26. Cell line: NCI-H522. Drug 2: B(C(CC(C)C)NC(=O)C(CC1=CC=CC=C1)NC(=O)C2=NC=CN=C2)(O)O. (6) Drug 1: CS(=O)(=O)C1=CC(=C(C=C1)C(=O)NC2=CC(=C(C=C2)Cl)C3=CC=CC=N3)Cl. Drug 2: CC1CCC2CC(C(=CC=CC=CC(CC(C(=O)C(C(C(=CC(C(=O)CC(OC(=O)C3CCCCN3C(=O)C(=O)C1(O2)O)C(C)CC4CCC(C(C4)OC)OCCO)C)C)O)OC)C)C)C)OC. Cell line: HOP-92. Synergy scores: CSS=19.1, Synergy_ZIP=1.21, Synergy_Bliss=3.96, Synergy_Loewe=2.13, Synergy_HSA=4.22. (7) Drug 1: C(CCl)NC(=O)N(CCCl)N=O. Drug 2: CC1C(C(CC(O1)OC2CC(CC3=C2C(=C4C(=C3O)C(=O)C5=CC=CC=C5C4=O)O)(C(=O)C)O)N)O. Cell line: SN12C. Synergy scores: CSS=42.5, Synergy_ZIP=-4.75, Synergy_Bliss=-5.24, Synergy_Loewe=-2.44, Synergy_HSA=-1.39. (8) Drug 1: C1=CN(C(=O)N=C1N)C2C(C(C(O2)CO)O)O.Cl. Drug 2: C1CN(P(=O)(OC1)NCCCl)CCCl. Cell line: SF-268. Synergy scores: CSS=4.46, Synergy_ZIP=-1.65, Synergy_Bliss=3.64, Synergy_Loewe=1.20, Synergy_HSA=1.23. (9) Drug 1: CN(C)N=NC1=C(NC=N1)C(=O)N. Drug 2: CC1CCC2CC(C(=CC=CC=CC(CC(C(=O)C(C(C(=CC(C(=O)CC(OC(=O)C3CCCCN3C(=O)C(=O)C1(O2)O)C(C)CC4CCC(C(C4)OC)OCCO)C)C)O)OC)C)C)C)OC. Cell line: OVCAR-5. Synergy scores: CSS=9.63, Synergy_ZIP=-1.15, Synergy_Bliss=-2.15, Synergy_Loewe=-11.4, Synergy_HSA=-2.32. (10) Drug 1: CC1=C2C(C(=O)C3(C(CC4C(C3C(C(C2(C)C)(CC1OC(=O)C(C(C5=CC=CC=C5)NC(=O)OC(C)(C)C)O)O)OC(=O)C6=CC=CC=C6)(CO4)OC(=O)C)O)C)O. Drug 2: COC1=C2C(=CC3=C1OC=C3)C=CC(=O)O2. Cell line: UACC-257. Synergy scores: CSS=6.54, Synergy_ZIP=-6.46, Synergy_Bliss=-10.6, Synergy_Loewe=-80.6, Synergy_HSA=-10.1.